Predict which catalyst facilitates the given reaction. From a dataset of Catalyst prediction with 721,799 reactions and 888 catalyst types from USPTO. (1) Reactant: O.[NH2:2][NH2:3].[CH3:4][C:5]1[CH:10]=[C:9](F)[CH:8]=[CH:7][C:6]=1[N+:12]([O-:14])=[O:13]. Product: [CH3:4][C:5]1[CH:10]=[C:9]([NH:2][NH2:3])[CH:8]=[CH:7][C:6]=1[N+:12]([O-:14])=[O:13]. The catalyst class is: 60. (2) Product: [Br:5][C:6]1[CH:7]=[C:8]([CH:21]=[CH:22][CH:23]=1)[CH2:9][O:10][C:11]1[CH:12]=[CH:13][C:14]([C@@H:17]2[CH2:19][C@H:18]2[NH:20][CH:25]2[CH2:26][CH2:27][CH:28]([NH:31][C:32](=[O:38])[O:33][C:34]([CH3:36])([CH3:35])[CH3:37])[CH2:29][CH2:30]2)=[CH:15][CH:16]=1. Reactant: C(O)(=O)C.[Br:5][C:6]1[CH:7]=[C:8]([CH:21]=[CH:22][CH:23]=1)[CH2:9][O:10][C:11]1[CH:16]=[CH:15][C:14]([C@@H:17]2[CH2:19][C@H:18]2[NH2:20])=[CH:13][CH:12]=1.O=[C:25]1[CH2:30][CH2:29][CH:28]([NH:31][C:32](=[O:38])[O:33][C:34]([CH3:37])([CH3:36])[CH3:35])[CH2:27][CH2:26]1.C(O[BH-](OC(=O)C)OC(=O)C)(=O)C.[Na+]. The catalyst class is: 279. (3) Reactant: [CH3:1][Mg]Br.CON(C)[C:7](=[O:23])[CH2:8][CH2:9][CH:10]1[CH2:15][CH2:14][N:13]([C:16]([O:18][C:19]([CH3:22])([CH3:21])[CH3:20])=[O:17])[CH2:12][CH2:11]1.[Cl-].[NH4+]. Product: [O:23]=[C:7]([CH3:1])[CH2:8][CH2:9][CH:10]1[CH2:11][CH2:12][N:13]([C:16]([O:18][C:19]([CH3:20])([CH3:21])[CH3:22])=[O:17])[CH2:14][CH2:15]1. The catalyst class is: 1. (4) Reactant: [NH2:1][N:2]1[C:6]([C:7]([O:9]C)=[O:8])=[CH:5][N:4]=[C:3]1[C:11]1[CH:16]=[CH:15][C:14]([CH3:17])=[CH:13][CH:12]=1.CO.[OH-].[Li+]. Product: [NH2:1][N:2]1[C:6]([C:7]([OH:9])=[O:8])=[CH:5][N:4]=[C:3]1[C:11]1[CH:16]=[CH:15][C:14]([CH3:17])=[CH:13][CH:12]=1. The catalyst class is: 6. (5) Reactant: [CH3:1][C:2]([CH3:27])([CH3:26])[CH2:3][O:4][C:5]([NH:7][C@@H:8]([CH2:12][NH:13]CC=C1C(=O)CC(C)(C)CC1=O)[C:9]([OH:11])=[O:10])=[O:6].NN. Product: [NH2:13][CH2:12][C@H:8]([NH:7][C:5]([O:4][CH2:3][C:2]([CH3:27])([CH3:26])[CH3:1])=[O:6])[C:9]([OH:11])=[O:10]. The catalyst class is: 9. (6) Reactant: C([O:8][C:9]([C:11]1[CH:12]=[C:13]2[C:17](=[CH:18][CH:19]=1)[N:16]([CH2:20][C:21](=[O:38])[CH2:22][O:23][C:24]1[CH:29]=[CH:28][C:27]([CH2:30][CH2:31][CH2:32][CH2:33][CH2:34][CH2:35][CH2:36][CH3:37])=[CH:26][CH:25]=1)[CH:15]=[C:14]2[C:39](=[O:52])[CH2:40][CH2:41][C:42]([O:44]CC1C=CC=CC=1)=[O:43])=[O:10])C1C=CC=CC=1. Product: [C:42]([CH2:41][CH2:40][C:39]([C:14]1[C:13]2[C:17](=[CH:18][CH:19]=[C:11]([C:9]([OH:10])=[O:8])[CH:12]=2)[N:16]([CH2:20][C:21](=[O:38])[CH2:22][O:23][C:24]2[CH:25]=[CH:26][C:27]([CH2:30][CH2:31][CH2:32][CH2:33][CH2:34][CH2:35][CH2:36][CH3:37])=[CH:28][CH:29]=2)[CH:15]=1)=[O:52])([OH:44])=[O:43]. The catalyst class is: 304.